From a dataset of Forward reaction prediction with 1.9M reactions from USPTO patents (1976-2016). Predict the product of the given reaction. (1) Given the reactants [F:1][C:2]([F:18])([F:17])[C:3]1[CH:16]=[CH:15][C:6]([O:7][C:8]2[CH:13]=[CH:12][C:11]([OH:14])=[CH:10][CH:9]=2)=[CH:5][CH:4]=1.[CH2:19]([N:21]([C:25]1[CH:30]=[CH:29][CH:28]=[CH:27][CH:26]=1)[C:22](Cl)=[O:23])[CH3:20], predict the reaction product. The product is: [F:1][C:2]([F:17])([F:18])[C:3]1[CH:16]=[CH:15][C:6]([O:7][C:8]2[CH:9]=[CH:10][C:11]([O:14][C:22](=[O:23])[N:21]([CH2:19][CH3:20])[C:25]3[CH:30]=[CH:29][CH:28]=[CH:27][CH:26]=3)=[CH:12][CH:13]=2)=[CH:5][CH:4]=1. (2) Given the reactants C([N:8]1[CH2:13][CH2:12][C@:11]([C:15]([F:18])([F:17])[F:16])([OH:14])[C@H:10]([OH:19])[CH2:9]1)C1C=CC=CC=1.N, predict the reaction product. The product is: [F:18][C:15]([F:16])([F:17])[C@:11]1([OH:14])[CH2:12][CH2:13][NH:8][CH2:9][C@H:10]1[OH:19]. (3) Given the reactants [Cl:1][C:2]1[C:11]2[NH:10][C:9](=[O:12])[C:8]3[S:13][CH:14]=[CH:15][C:7]=3[C:6]=2[C:5]([C:16]2[CH:21]=[CH:20][C:19]([C@H:22]([NH:25]C(=O)OC(C)(C)C)[CH2:23][CH3:24])=[CH:18][CH:17]=2)=[C:4]([O:33]C)[CH:3]=1.BrB(Br)Br, predict the reaction product. The product is: [ClH:1].[NH2:25][C@@H:22]([C:19]1[CH:18]=[CH:17][C:16]([C:5]2[C:6]3[C:7]4[CH:15]=[CH:14][S:13][C:8]=4[C:9](=[O:12])[NH:10][C:11]=3[C:2]([Cl:1])=[CH:3][C:4]=2[OH:33])=[CH:21][CH:20]=1)[CH2:23][CH3:24]. (4) Given the reactants C[O:2][C:3](=[O:35])[CH2:4][O:5][C:6]1[CH:14]=[CH:13][C:12]([S:15][CH2:16][C:17]2[CH:22]=[CH:21][CH:20]=[C:19]([O:23][CH2:24][C:25]3[CH:30]=[CH:29][C:28]([C:31]([F:34])([F:33])[F:32])=[CH:27][CH:26]=3)[CH:18]=2)=[C:11]2[C:7]=1[CH2:8][CH2:9][CH2:10]2.[K+].[Br-], predict the reaction product. The product is: [F:33][C:31]([F:32])([F:34])[C:28]1[CH:29]=[CH:30][C:25]([CH2:24][O:23][C:19]2[CH:18]=[C:17]([CH:22]=[CH:21][CH:20]=2)[CH2:16][S:15][C:12]2[CH:13]=[CH:14][C:6]([O:5][CH2:4][C:3]([OH:35])=[O:2])=[C:7]3[C:11]=2[CH2:10][CH2:9][CH2:8]3)=[CH:26][CH:27]=1. (5) Given the reactants [Si]([O:8][C:9]1[CH:22]=[C:21]2[C:12]([C@@:13]3([CH2:31][CH3:32])[C@H:18]([CH2:19][CH2:20]2)[CH2:17][C@:16]([C:24]2[CH:25]=[N:26][CH:27]=[CH:28][CH:29]=2)([OH:23])[C@@H:15]([OH:30])[CH2:14]3)=[CH:11][CH:10]=1)(C(C)(C)C)(C)C.C(O)(=O)C.[F-].C([N+](CCCC)(CCCC)CCCC)CCC, predict the reaction product. The product is: [CH2:31]([C@:13]12[C:12]3[C:21](=[CH:22][C:9]([OH:8])=[CH:10][CH:11]=3)[CH2:20][CH2:19][C@@H:18]1[CH2:17][C@:16]([C:24]1[CH:25]=[N:26][CH:27]=[CH:28][CH:29]=1)([OH:23])[C@@H:15]([OH:30])[CH2:14]2)[CH3:32]. (6) Given the reactants [CH3:1][O:2][C:3]1[CH:8]=[CH:7][CH:6]=[CH:5][C:4]=1[CH2:9][C:10]([C:12]1[CH:17]=[CH:16][CH:15]=[CH:14][CH:13]=1)=O.[OH-].[K+].[CH3:20][C:21]([CH:23]=[CH2:24])=[O:22], predict the reaction product. The product is: [CH3:1][O:2][C:3]1[CH:8]=[CH:7][CH:6]=[CH:5][C:4]=1[CH:9]1[CH2:24][CH2:23][C:21](=[O:22])[CH:20]=[C:10]1[C:12]1[CH:17]=[CH:16][CH:15]=[CH:14][CH:13]=1. (7) Given the reactants C[O:2][C:3](=[O:34])[CH:4]([C:9]1[CH:14]=[CH:13][C:12](/[CH:15]=[CH:16]/[C:17](=[O:33])[NH:18][C:19]2[CH:24]=[CH:23][CH:22]=[CH:21][C:20]=2NC(OC(C)(C)C)=O)=[CH:11][CH:10]=1)[CH2:5][CH2:6][CH2:7][Cl:8].[Li+].[OH-:36].Cl, predict the reaction product. The product is: [C:4]([O:36][C:17]([NH:18][N:18]([C:19]1[CH:24]=[CH:23][CH:22]=[CH:21][CH:20]=1)[C:17](/[CH:16]=[CH:15]/[C:12]1[CH:13]=[CH:14][C:9]([CH:4]([CH2:5][CH2:6][CH2:7][Cl:8])[C:3]([OH:2])=[O:34])=[CH:10][CH:11]=1)=[O:33])=[O:33])([CH3:9])([CH3:5])[CH3:3]. (8) The product is: [C:17]([O:16][C:15]([NH:14][CH:10]1[CH2:11][CH2:12][CH2:13][N:7]([C:6]2[N:5]([CH3:22])[N:4]=[CH:3][C:2]=2[NH:1][C:46]([C:32]2[C:33]3=[N:34][C:35]([C:40]4[CH:45]=[CH:44][CH:43]=[CH:42][CH:41]=4)=[CH:36][CH:37]=[C:38]3[S:39][C:31]=2[NH:30][C:28](=[O:29])[O:27][C:23]([CH3:25])([CH3:24])[CH3:26])=[O:47])[CH2:8][CH2:9]1)=[O:21])([CH3:18])([CH3:19])[CH3:20]. Given the reactants [NH2:1][C:2]1[CH:3]=[N:4][N:5]([CH3:22])[C:6]=1[N:7]1[CH2:13][CH2:12][CH2:11][CH:10]([NH:14][C:15](=[O:21])[O:16][C:17]([CH3:20])([CH3:19])[CH3:18])[CH2:9][CH2:8]1.[C:23]([O:27][C:28]([NH:30][C:31]1[S:39][C:38]2[C:33](=[N:34][C:35]([C:40]3[CH:45]=[CH:44][CH:43]=[CH:42][CH:41]=3)=[CH:36][CH:37]=2)[C:32]=1[C:46](O)=[O:47])=[O:29])([CH3:26])([CH3:25])[CH3:24].CN(C(ON1N=NC2C=CC=NC1=2)=[N+](C)C)C.F[P-](F)(F)(F)(F)F.CCN(C(C)C)C(C)C, predict the reaction product.